This data is from Catalyst prediction with 721,799 reactions and 888 catalyst types from USPTO. The task is: Predict which catalyst facilitates the given reaction. Reactant: [CH2:1]([O:8][C:9]([N:11]1[CH2:15][C@H:14]([O:16]C(C)(C)C)[CH2:13][C@H:12]1[C:21]1[O:22][C:23]([CH3:26])=[CH:24][N:25]=1)=[O:10])[C:2]1[CH:7]=[CH:6][CH:5]=[CH:4][CH:3]=1.FC(F)(F)C(O)=O.C(=O)(O)[O-].[Na+]. The catalyst class is: 4. Product: [CH2:1]([O:8][C:9]([N:11]1[CH2:15][C@H:14]([OH:16])[CH2:13][C@H:12]1[C:21]1[O:22][C:23]([CH3:26])=[CH:24][N:25]=1)=[O:10])[C:2]1[CH:7]=[CH:6][CH:5]=[CH:4][CH:3]=1.